From a dataset of NCI-60 drug combinations with 297,098 pairs across 59 cell lines. Regression. Given two drug SMILES strings and cell line genomic features, predict the synergy score measuring deviation from expected non-interaction effect. (1) Drug 1: C1CCC(CC1)NC(=O)N(CCCl)N=O. Drug 2: CS(=O)(=O)OCCCCOS(=O)(=O)C. Cell line: OVCAR3. Synergy scores: CSS=8.07, Synergy_ZIP=-4.58, Synergy_Bliss=-1.85, Synergy_Loewe=-3.54, Synergy_HSA=-3.42. (2) Drug 1: CNC(=O)C1=NC=CC(=C1)OC2=CC=C(C=C2)NC(=O)NC3=CC(=C(C=C3)Cl)C(F)(F)F. Drug 2: C1=NNC2=C1C(=O)NC=N2. Cell line: HOP-92. Synergy scores: CSS=4.99, Synergy_ZIP=-3.10, Synergy_Bliss=-2.68, Synergy_Loewe=-4.20, Synergy_HSA=-2.62. (3) Drug 1: C1=NC2=C(N=C(N=C2N1C3C(C(C(O3)CO)O)O)F)N. Drug 2: CCC1(C2=C(COC1=O)C(=O)N3CC4=CC5=C(C=CC(=C5CN(C)C)O)N=C4C3=C2)O.Cl. Cell line: HS 578T. Synergy scores: CSS=10.3, Synergy_ZIP=-8.30, Synergy_Bliss=-6.99, Synergy_Loewe=-2.65, Synergy_HSA=-1.87. (4) Drug 1: CC12CCC3C(C1CCC2=O)CC(=C)C4=CC(=O)C=CC34C. Drug 2: C1C(C(OC1N2C=NC3=C2NC=NCC3O)CO)O. Cell line: U251. Synergy scores: CSS=55.2, Synergy_ZIP=-1.36, Synergy_Bliss=-1.40, Synergy_Loewe=-1.23, Synergy_HSA=0.266. (5) Drug 1: CC1C(C(=O)NC(C(=O)N2CCCC2C(=O)N(CC(=O)N(C(C(=O)O1)C(C)C)C)C)C(C)C)NC(=O)C3=C4C(=C(C=C3)C)OC5=C(C(=O)C(=C(C5=N4)C(=O)NC6C(OC(=O)C(N(C(=O)CN(C(=O)C7CCCN7C(=O)C(NC6=O)C(C)C)C)C)C(C)C)C)N)C. Drug 2: CC1=C(C=C(C=C1)C(=O)NC2=CC(=CC(=C2)C(F)(F)F)N3C=C(N=C3)C)NC4=NC=CC(=N4)C5=CN=CC=C5. Cell line: HCT116. Synergy scores: CSS=19.9, Synergy_ZIP=20.4, Synergy_Bliss=20.8, Synergy_Loewe=11.9, Synergy_HSA=15.9. (6) Drug 1: CC1=C(C=C(C=C1)NC2=NC=CC(=N2)N(C)C3=CC4=NN(C(=C4C=C3)C)C)S(=O)(=O)N.Cl. Drug 2: COCCOC1=C(C=C2C(=C1)C(=NC=N2)NC3=CC=CC(=C3)C#C)OCCOC.Cl. Cell line: OVCAR-5. Synergy scores: CSS=9.71, Synergy_ZIP=0.310, Synergy_Bliss=2.35, Synergy_Loewe=-7.33, Synergy_HSA=0.480.